This data is from Reaction yield outcomes from USPTO patents with 853,638 reactions. The task is: Predict the reaction yield, written as a fraction of the theoretical maximum amount of product (1.0 means a 100% yield; for example, 0.34 means a 34% yield). (1) The reactants are [Cl:1][C:2]1[CH:7]=[CH:6][C:5]([CH3:8])=[C:4]([F:9])[CH:3]=1.C([N-]C(C)C)(C)C.[Li+].CN(C)[CH:20]=[O:21].C(O)(=O)C. The catalyst is O1CCCC1.O. The product is [Cl:1][C:2]1[C:3]([CH:20]=[O:21])=[C:4]([F:9])[C:5]([CH3:8])=[CH:6][CH:7]=1. The yield is 0.940. (2) The reactants are [Cl:1][C:2]1[S:6][C:5]([C:7]([NH:9][C@H:10]([CH2:18][N:19]2C(=O)C3C(=CC=CC=3)C2=O)[CH2:11][CH:12]2[CH2:17][CH2:16][CH2:15][CH2:14][CH2:13]2)=[O:8])=[CH:4][C:3]=1[C:30]1[N:34]([CH3:35])[N:33]=[CH:32][CH:31]=1.NN. The catalyst is O1CCCC1.CO. The product is [NH2:19][CH2:18][C@@H:10]([NH:9][C:7]([C:5]1[S:6][C:2]([Cl:1])=[C:3]([C:30]2[N:34]([CH3:35])[N:33]=[CH:32][CH:31]=2)[CH:4]=1)=[O:8])[CH2:11][CH:12]1[CH2:13][CH2:14][CH2:15][CH2:16][CH2:17]1. The yield is 0.530. (3) The reactants are [NH2:1][C:2]1[CH:7]=[CH:6][C:5]([C@@H:8]([NH:12][C:13]([O:15][C:16]([CH3:19])([CH3:18])[CH3:17])=[O:14])[C:9]([OH:11])=[O:10])=[CH:4][CH:3]=1.N1C=CC=CC=1.[C:26](OC(=O)C)(=[O:28])[CH3:27]. The catalyst is ClCCl. The product is [C:26]([NH:1][C:2]1[CH:7]=[CH:6][C:5]([C@@H:8]([NH:12][C:13]([O:15][C:16]([CH3:19])([CH3:18])[CH3:17])=[O:14])[C:9]([OH:11])=[O:10])=[CH:4][CH:3]=1)(=[O:28])[CH3:27]. The yield is 0.510. (4) The reactants are C(OC[O:10][C@@H:11]([CH3:34])[CH2:12][N:13]1[C:21]2[C:16](=[CH:17][CH:18]=[CH:19][CH:20]=2)[C:15]2([CH2:25][O:24][C:23]3[CH:26]=[C:27]4[C:31](=[CH:32][C:22]2=3)[CH2:30][CH2:29][O:28]4)[C:14]1=[O:33])C1C=CC=CC=1.Cl. The catalyst is [Pd].C(O)C. The product is [OH:10][C@@H:11]([CH3:34])[CH2:12][N:13]1[C:21]2[C:16](=[CH:17][CH:18]=[CH:19][CH:20]=2)[C:15]2([CH2:25][O:24][C:23]3[CH:26]=[C:27]4[C:31](=[CH:32][C:22]2=3)[CH2:30][CH2:29][O:28]4)[C:14]1=[O:33]. The yield is 0.780.